From a dataset of Reaction yield outcomes from USPTO patents with 853,638 reactions. Predict the reaction yield, written as a fraction of the theoretical maximum amount of product (1.0 means a 100% yield; for example, 0.34 means a 34% yield). (1) The reactants are [N:1]1[CH:2]=[CH:3][N:4]2[CH:9]=[CH:8][CH:7]=[CH:6][C:5]=12.C1(P(C2C=CC=CC=2)C2C=CC=CC=2)C=CC=CC=1.[Cl:29][C:30]1[N:35]=[C:34](Cl)[C:33]([F:37])=[CH:32][N:31]=1. The catalyst is C1(C)C=CC=CC=1.C(=O)([O-])[O-].[Ag+2]. The product is [Cl:29][C:30]1[N:35]=[C:34]([C:3]2[N:4]3[CH:9]=[CH:8][CH:7]=[CH:6][C:5]3=[N:1][CH:2]=2)[C:33]([F:37])=[CH:32][N:31]=1. The yield is 0.650. (2) The reactants are Br[C:2]1[CH:3]=[C:4]([CH:9]=[CH:10][CH:11]=1)[C:5]([O:7][CH3:8])=[O:6].C(=O)([O-])[O-].[K+].[K+].[S:18]1[CH:22]=[CH:21][C:20](B(O)O)=[CH:19]1. The catalyst is O1CCOCC1.O.C1C=CC([P]([Pd]([P](C2C=CC=CC=2)(C2C=CC=CC=2)C2C=CC=CC=2)([P](C2C=CC=CC=2)(C2C=CC=CC=2)C2C=CC=CC=2)[P](C2C=CC=CC=2)(C2C=CC=CC=2)C2C=CC=CC=2)(C2C=CC=CC=2)C2C=CC=CC=2)=CC=1. The product is [S:18]1[CH:22]=[CH:21][C:20]([C:2]2[CH:3]=[C:4]([CH:9]=[CH:10][CH:11]=2)[C:5]([O:7][CH3:8])=[O:6])=[CH:19]1. The yield is 0.990.